This data is from Forward reaction prediction with 1.9M reactions from USPTO patents (1976-2016). The task is: Predict the product of the given reaction. Given the reactants [CH3:1][N:2]1[CH:6]=[CH:5][N:4]=[CH:3]1.[C:7](=[O:12])([O:10]C)[O:8][CH3:9].[C:13](=O)=O, predict the reaction product. The product is: [CH3:9][O:8][C:7](=[O:10])[O-:12].[CH3:1][N+:2]1[CH:6]=[CH:5][N:4]([CH3:13])[CH:3]=1.